This data is from Full USPTO retrosynthesis dataset with 1.9M reactions from patents (1976-2016). The task is: Predict the reactants needed to synthesize the given product. (1) Given the product [O:2]1[CH2:12][CH2:11][CH2:10][CH2:9][CH:1]1[O:4][CH2:16][CH2:15][NH:17][CH2:7][C:12]1[O:14][CH:9]=[CH:10][CH:11]=1, predict the reactants needed to synthesize it. The reactants are: [C:1](=[O:4])([O-])[O-:2].[Cs+].[Cs+].[C:7]1(S)[CH:12]=[CH:11][CH:10]=[CH:9]C=1.[OH2:14].[C:15](#[N:17])[CH3:16]. (2) Given the product [CH2:57]([NH:64][S:65]([CH:68]1[CH2:69][CH2:70][N:71]([C:74]2[N:79]=[CH:78][C:77]([NH:80][C:50]([C:48]3[N:49]=[C:45]([C:39]4[CH:40]=[CH:41][CH:42]=[CH:43][CH:44]=4)[O:46][C:47]=3[C:53]([F:56])([F:55])[F:54])=[O:52])=[CH:76][CH:75]=2)[CH2:72][CH2:73]1)(=[O:67])=[O:66])[C:58]1[CH:59]=[CH:60][CH:61]=[CH:62][CH:63]=1, predict the reactants needed to synthesize it. The reactants are: C(N1CCN(C2N=CC(NC(C3OC(C4C=CC=CC=4)=NC=3C(F)(F)F)=O)=CC=2)CC1=O)C1C=CC=CC=1.[C:39]1([C:45]2[O:46][C:47]([C:53]([F:56])([F:55])[F:54])=[C:48]([C:50]([OH:52])=O)[N:49]=2)[CH:44]=[CH:43][CH:42]=[CH:41][CH:40]=1.[CH2:57]([NH:64][S:65]([CH:68]1[CH2:73][CH2:72][N:71]([C:74]2[N:79]=[CH:78][C:77]([NH2:80])=[CH:76][CH:75]=2)[CH2:70][CH2:69]1)(=[O:67])=[O:66])[C:58]1[CH:63]=[CH:62][CH:61]=[CH:60][CH:59]=1. (3) The reactants are: [Cl:1][C:2]1[CH:10]=[C:9]2[C:5]([C:6]([C:11]([N:13]3[CH2:18][CH2:17][CH:16]([C:19]4[CH:24]=[CH:23][CH:22]=[CH:21][C:20]=4[O:25][CH:26]([CH3:28])[CH3:27])[CH2:15][CH2:14]3)=[O:12])=[CH:7][NH:8]2)=[CH:4][CH:3]=1.Cl[CH2:30][C:31]([N:33]([CH3:35])[CH3:34])=[O:32]. Given the product [Cl:1][C:2]1[CH:10]=[C:9]2[C:5]([C:6]([C:11]([N:13]3[CH2:18][CH2:17][CH:16]([C:19]4[CH:24]=[CH:23][CH:22]=[CH:21][C:20]=4[O:25][CH:26]([CH3:28])[CH3:27])[CH2:15][CH2:14]3)=[O:12])=[CH:7][N:8]2[CH2:30][C:31]([N:33]([CH3:35])[CH3:34])=[O:32])=[CH:4][CH:3]=1, predict the reactants needed to synthesize it.